From a dataset of Peptide-MHC class II binding affinity with 134,281 pairs from IEDB. Regression. Given a peptide amino acid sequence and an MHC pseudo amino acid sequence, predict their binding affinity value. This is MHC class II binding data. (1) The MHC is HLA-DQA10501-DQB10301 with pseudo-sequence HLA-DQA10501-DQB10301. The binding affinity (normalized) is 0.465. The peptide sequence is AYGSFVRTVSLPVGA. (2) The peptide sequence is WRSFLNKVKSLRILN. The MHC is DRB1_0901 with pseudo-sequence DRB1_0901. The binding affinity (normalized) is 0.588.